Regression. Given two drug SMILES strings and cell line genomic features, predict the synergy score measuring deviation from expected non-interaction effect. From a dataset of NCI-60 drug combinations with 297,098 pairs across 59 cell lines. (1) Drug 1: CC1=C2C(C(=O)C3(C(CC4C(C3C(C(C2(C)C)(CC1OC(=O)C(C(C5=CC=CC=C5)NC(=O)OC(C)(C)C)O)O)OC(=O)C6=CC=CC=C6)(CO4)OC(=O)C)OC)C)OC. Drug 2: C1=C(C(=O)NC(=O)N1)F. Cell line: UACC-257. Synergy scores: CSS=30.8, Synergy_ZIP=-4.90, Synergy_Bliss=0.122, Synergy_Loewe=4.30, Synergy_HSA=5.09. (2) Drug 1: C1=CC=C(C(=C1)C(C2=CC=C(C=C2)Cl)C(Cl)Cl)Cl. Drug 2: C#CCC(CC1=CN=C2C(=N1)C(=NC(=N2)N)N)C3=CC=C(C=C3)C(=O)NC(CCC(=O)O)C(=O)O. Cell line: CCRF-CEM. Synergy scores: CSS=-7.37, Synergy_ZIP=5.22, Synergy_Bliss=4.62, Synergy_Loewe=-4.42, Synergy_HSA=-2.47. (3) Drug 1: CC1=C(C(=CC=C1)Cl)NC(=O)C2=CN=C(S2)NC3=CC(=NC(=N3)C)N4CCN(CC4)CCO. Drug 2: CC1C(C(CC(O1)OC2CC(OC(C2O)C)OC3=CC4=CC5=C(C(=O)C(C(C5)C(C(=O)C(C(C)O)O)OC)OC6CC(C(C(O6)C)O)OC7CC(C(C(O7)C)O)OC8CC(C(C(O8)C)O)(C)O)C(=C4C(=C3C)O)O)O)O. Cell line: HOP-92. Synergy scores: CSS=47.2, Synergy_ZIP=-2.95, Synergy_Bliss=-2.40, Synergy_Loewe=-2.78, Synergy_HSA=-0.295. (4) Drug 1: C1CCC(C1)C(CC#N)N2C=C(C=N2)C3=C4C=CNC4=NC=N3. Drug 2: B(C(CC(C)C)NC(=O)C(CC1=CC=CC=C1)NC(=O)C2=NC=CN=C2)(O)O. Cell line: KM12. Synergy scores: CSS=12.0, Synergy_ZIP=-1.78, Synergy_Bliss=-5.84, Synergy_Loewe=-4.22, Synergy_HSA=-4.51. (5) Drug 1: CN(C)C1=NC(=NC(=N1)N(C)C)N(C)C. Drug 2: C1=NC2=C(N1)C(=S)N=CN2. Cell line: OVCAR-8. Synergy scores: CSS=-3.77, Synergy_ZIP=-7.89, Synergy_Bliss=-19.1, Synergy_Loewe=-54.4, Synergy_HSA=-23.5. (6) Drug 1: CC12CCC3C(C1CCC2=O)CC(=C)C4=CC(=O)C=CC34C. Drug 2: CS(=O)(=O)CCNCC1=CC=C(O1)C2=CC3=C(C=C2)N=CN=C3NC4=CC(=C(C=C4)OCC5=CC(=CC=C5)F)Cl. Cell line: CAKI-1. Synergy scores: CSS=28.7, Synergy_ZIP=-0.462, Synergy_Bliss=-0.617, Synergy_Loewe=0.653, Synergy_HSA=1.20.